Dataset: Retrosynthesis with 50K atom-mapped reactions and 10 reaction types from USPTO. Task: Predict the reactants needed to synthesize the given product. (1) Given the product COCCOc1ccccc1-c1cn(-c2ccc(C(=O)O)c(O)c2)cc1C#N, predict the reactants needed to synthesize it. The reactants are: CCOC(=O)c1ccc(-n2cc(C#N)c(-c3ccccc3OCCOC)c2)cc1O. (2) The reactants are: CC(C)(C)O.O=C(Cl)c1ccccc1[N+](=O)[O-]. Given the product CC(C)(C)OC(=O)c1ccccc1[N+](=O)[O-], predict the reactants needed to synthesize it. (3) The reactants are: CCOC(=O)CC(=O)Nc1cnn(C)c1N.ClC(c1ccccc1)(c1ccccc1)c1ccccc1. Given the product CCOC(=O)CC(=O)Nc1cnn(C)c1NC(c1ccccc1)(c1ccccc1)c1ccccc1, predict the reactants needed to synthesize it. (4) Given the product COc1ncc(C=O)cc1F, predict the reactants needed to synthesize it. The reactants are: COc1ncc(CO)cc1F. (5) Given the product O=C1CCN(CCC2(F)C=CC=CC2)CC1, predict the reactants needed to synthesize it. The reactants are: COC(=O)C1CN(CCC2(F)C=CC=CC2)CCC1=O.